This data is from Experimentally validated miRNA-target interactions with 360,000+ pairs, plus equal number of negative samples. The task is: Binary Classification. Given a miRNA mature sequence and a target amino acid sequence, predict their likelihood of interaction. The miRNA is mmu-miR-425-5p with sequence AAUGACACGAUCACUCCCGUUGA. The protein sequence of the target gene is MSLRKQTPSDFLKQIIGRPVVVKLNSGVDYRGVLACLDGYMNIALEQTEEYVNGQLKNKYGDAFIRGNNVLYISTQKRRM. Result: 1 (interaction).